From a dataset of Full USPTO retrosynthesis dataset with 1.9M reactions from patents (1976-2016). Predict the reactants needed to synthesize the given product. Given the product [N:12]1([C:4]2[N:3]=[C:2]([C:23]3[CH:28]=[CH:27][CH:26]=[CH:25][N:24]=3)[N:7]=[C:6]([C:8]([OH:10])=[O:9])[CH:5]=2)[CH2:17][CH2:16][O:15][CH2:14][CH2:13]1, predict the reactants needed to synthesize it. The reactants are: Cl[C:2]1[N:7]=[C:6]([C:8]([O:10]C)=[O:9])[CH:5]=[C:4]([N:12]2[CH2:17][CH2:16][O:15][CH2:14][CH2:13]2)[N:3]=1.C([Sn](CCCC)(CCCC)[C:23]1[CH:28]=[CH:27][CH:26]=[CH:25][N:24]=1)CCC.[OH-].[Na+].